Dataset: Full USPTO retrosynthesis dataset with 1.9M reactions from patents (1976-2016). Task: Predict the reactants needed to synthesize the given product. (1) Given the product [Br:18][C:13]1[CH:14]=[CH:15][C:16]([O:9][C:3]2[CH:4]=[C:5]([Cl:8])[CH:6]=[CH:7][C:2]=2[NH2:1])=[C:11]([Cl:10])[CH:12]=1, predict the reactants needed to synthesize it. The reactants are: [NH2:1][C:2]1[CH:7]=[CH:6][C:5]([Cl:8])=[CH:4][C:3]=1[OH:9].[Cl:10][C:11]1[CH:12]=[C:13]([Br:18])[CH:14]=[CH:15][C:16]=1F. (2) The reactants are: CN(C)[CH:3]=[O:4].P(Cl)(Cl)(Cl)=O.[CH2:11]([O:13][C:14]([C:16]1[NH:17][CH:18]=[CH:19][CH:20]=1)=[O:15])[CH3:12].O.O.O.C([O-])(=O)C.[NH4+]. Given the product [CH2:11]([O:13][C:14]([C:16]1[NH:17][C:18]([CH:3]=[O:4])=[CH:19][CH:20]=1)=[O:15])[CH3:12], predict the reactants needed to synthesize it. (3) Given the product [CH3:1][CH:2]([CH2:6][C@H:7]([C@@H:9]1[C@:26]2([CH3:27])[C@H:12]([C@H:13]3[C@H:23]([CH2:24][C@@H:25]2[OH:28])[C@:21]2([CH3:22])[C@@H:16]([CH2:17][C@@H:18]([O:29][CH2:30][CH2:31][N:32]([C:34]4[CH:39]=[CH:38][C:37]([C@H:40]5[CH2:57][C@@:55]6([CH3:56])[C@@H:51]([CH2:52][CH2:53][C@:54]6([OH:61])[C:58]#[C:59][CH3:60])[C@H:50]6[C:41]5=[C:42]5[C:47]([CH2:48][CH2:49]6)=[CH:46][C:45](=[O:62])[CH2:44][CH2:43]5)=[CH:36][CH:35]=4)[CH3:33])[CH2:19][CH2:20]2)[CH2:15][C@H:14]3[O:63][C:64]([O:86][CH2:85][CH2:84][NH:83][C:81]([O:80][C:76]([CH3:79])([CH3:78])[CH3:77])=[O:82])=[O:65])[CH2:11][CH2:10]1)[CH3:8])[C:3]([OH:5])=[O:4], predict the reactants needed to synthesize it. The reactants are: [CH3:1][CH:2]([CH2:6][C@H:7]([C@@H:9]1[C@:26]2([CH3:27])[C@H:12]([C@H:13]3[C@H:23]([CH2:24][C@@H:25]2[OH:28])[C@:21]2([CH3:22])[C@@H:16]([CH2:17][C@@H:18]([O:29][CH2:30][CH2:31][N:32]([C:34]4[CH:39]=[CH:38][C:37]([C@H:40]5[CH2:57][C@@:55]6([CH3:56])[C@@H:51]([CH2:52][CH2:53][C@:54]6([OH:61])[C:58]#[C:59][CH3:60])[C@H:50]6[C:41]5=[C:42]5[C:47]([CH2:48][CH2:49]6)=[CH:46][C:45](=[O:62])[CH2:44][CH2:43]5)=[CH:36][CH:35]=4)[CH3:33])[CH2:19][CH2:20]2)[CH2:15][C@H:14]3[O:63][C:64](OC2C=CC([N+]([O-])=O)=CC=2)=[O:65])[CH2:11][CH2:10]1)[CH3:8])[C:3]([OH:5])=[O:4].[C:76]([O:80][C:81]([NH:83][CH2:84][CH2:85][OH:86])=[O:82])([CH3:79])([CH3:78])[CH3:77].CCN(C(C)C)C(C)C.